This data is from Catalyst prediction with 721,799 reactions and 888 catalyst types from USPTO. The task is: Predict which catalyst facilitates the given reaction. (1) Reactant: [C:1](Cl)([C:14]1[CH:19]=[CH:18][CH:17]=[CH:16][CH:15]=1)([C:8]1[CH:13]=[CH:12][CH:11]=[CH:10][CH:9]=1)[C:2]1[CH:7]=[CH:6][CH:5]=[CH:4][CH:3]=1.[Br:21][C:22]1[CH:27]=[C:26]([CH2:28][OH:29])[CH:25]=[CH:24][C:23]=1[CH2:30][OH:31].C(N([CH2:37][CH3:38])CC)C. Product: [Br:21][C:22]1[CH:27]=[C:26]([CH2:28][O:29][C:1]([C:14]2[CH:19]=[CH:18][CH:17]=[CH:16][CH:15]=2)([C:8]2[CH:13]=[CH:12][CH:11]=[CH:10][CH:9]=2)[C:2]2[CH:7]=[CH:6][CH:5]=[CH:4][CH:3]=2)[CH:25]=[CH:24][C:23]=1[CH2:30][O:31][C:1]([C:38]1[CH:37]=[CH:19][CH:14]=[CH:15][CH:16]=1)([C:2]1[CH:7]=[CH:6][CH:5]=[CH:4][CH:3]=1)[C:8]1[CH:13]=[CH:12][CH:11]=[CH:10][CH:9]=1. The catalyst class is: 239. (2) Reactant: ON=[C:3]([CH3:15])[C:4]([C:6]1[CH:11]=[CH:10][C:9]([O:12][CH3:13])=[CH:8][C:7]=1[CH3:14])=[O:5].C=[O:17].Cl. Product: [CH3:13][O:12][C:9]1[CH:10]=[CH:11][C:6]([C:4](=[O:5])[C:3](=[O:17])[CH3:15])=[C:7]([CH3:14])[CH:8]=1. The catalyst class is: 6. (3) Reactant: [Cl:1][C:2]1[CH:3]=[CH:4][C:5]([OH:8])=[N:6][CH:7]=1.[Br:9]Br.C(OCC)(=O)C.O. Product: [Br:9][C:4]1[C:5](=[O:8])[NH:6][CH:7]=[C:2]([Cl:1])[CH:3]=1. The catalyst class is: 15.